Dataset: Full USPTO retrosynthesis dataset with 1.9M reactions from patents (1976-2016). Task: Predict the reactants needed to synthesize the given product. (1) Given the product [C:1]([O:4][C:5]1[C:14]([CH3:15])=[C:13]2[C:8]([C:9]([CH3:19])=[C:10]([CH2:17][N:24]3[C:23](=[O:25])[C:22]4=[CH:26][CH:27]=[CH:28][CH:29]=[C:21]4[C:20]3=[O:30])[C:11](=[O:16])[O:12]2)=[CH:7][CH:6]=1)(=[O:3])[CH3:2], predict the reactants needed to synthesize it. The reactants are: [C:1]([O:4][C:5]1[C:14]([CH3:15])=[C:13]2[C:8]([C:9]([CH3:19])=[C:10]([CH2:17]Br)[C:11](=[O:16])[O:12]2)=[CH:7][CH:6]=1)(=[O:3])[CH3:2].[C:20]1(=[O:30])[NH:24][C:23](=[O:25])[C:22]2=[CH:26][CH:27]=[CH:28][CH:29]=[C:21]12.[K]. (2) Given the product [Br:24][CH2:1][C:2]1[CH:7]=[CH:6][C:5]([N:8]([Si:16]([CH3:19])([CH3:18])[CH3:17])[C:9](=[O:15])[O:10][C:11]([CH3:14])([CH3:12])[CH3:13])=[CH:4][C:3]=1[Si:20]([CH3:23])([CH3:22])[CH3:21], predict the reactants needed to synthesize it. The reactants are: [CH3:1][C:2]1[CH:7]=[CH:6][C:5]([N:8]([Si:16]([CH3:19])([CH3:18])[CH3:17])[C:9](=[O:15])[O:10][C:11]([CH3:14])([CH3:13])[CH3:12])=[CH:4][C:3]=1[Si:20]([CH3:23])([CH3:22])[CH3:21].[Br:24]N1C(=O)CCC1=O.N(C(C)(C)C#N)=NC(C)(C)C#N.